Dataset: Catalyst prediction with 721,799 reactions and 888 catalyst types from USPTO. Task: Predict which catalyst facilitates the given reaction. (1) Reactant: Br[CH2:2][C:3]1[CH:8]=[CH:7][C:6]([C:9]2[O:10][C:11]3[C:17]([C:18]([O:20][CH3:21])=[O:19])=[CH:16][CH:15]=[CH:14][C:12]=3[N:13]=2)=[CH:5][CH:4]=1.[CH3:22][NH2:23]. Product: [CH3:22][NH:23][CH2:2][C:3]1[CH:8]=[CH:7][C:6]([C:9]2[O:10][C:11]3[C:17]([C:18]([O:20][CH3:21])=[O:19])=[CH:16][CH:15]=[CH:14][C:12]=3[N:13]=2)=[CH:5][CH:4]=1. The catalyst class is: 5. (2) Reactant: [C:1]([O:5][C:6]([N:8]1[CH2:13][CH:12]=[C:11]([C:14]2[CH:19]=[CH:18][CH:17]=[C:16]([C:20]3[CH:29]=[CH:28][C:27]4[C:26]([CH3:31])([CH3:30])[CH2:25][CH2:24][C:23]([CH3:33])([CH3:32])[C:22]=4[CH:21]=3)[N:15]=2)[CH2:10][CH2:9]1)=[O:7])([CH3:4])([CH3:3])[CH3:2]. Product: [C:1]([O:5][C:6]([N:8]1[CH2:9][CH2:10][CH:11]([C:14]2[CH:19]=[CH:18][CH:17]=[C:16]([C:20]3[CH:29]=[CH:28][C:27]4[C:26]([CH3:31])([CH3:30])[CH2:25][CH2:24][C:23]([CH3:33])([CH3:32])[C:22]=4[CH:21]=3)[N:15]=2)[CH2:12][CH2:13]1)=[O:7])([CH3:4])([CH3:2])[CH3:3]. The catalyst class is: 29. (3) Product: [NH2:51][C:48]1[CH:49]=[CH:50][C:45]([O:44][C:38]2[CH:39]=[C:40]3[C:35](=[CH:36][CH:37]=2)[O:34][CH:33]([C:29]2[CH:30]=[CH:31][CH:32]=[C:27]([O:26][CH3:25])[CH:28]=2)[CH2:42][CH:41]3[OH:43])=[N:46][CH:47]=1. Reactant: NC1C=CC(OC2C=C3C(=CC=2)OC(C2C=CC=CC=2)CC3)=NC=1.[CH3:25][O:26][C:27]1[CH:28]=[C:29]([CH:33]2[CH2:42][CH:41]([OH:43])[C:40]3[C:35](=[CH:36][CH:37]=[C:38]([O:44][C:45]4[CH:50]=[CH:49][C:48]([N+:51]([O-])=O)=[CH:47][N:46]=4)[CH:39]=3)[O:34]2)[CH:30]=[CH:31][CH:32]=1. The catalyst class is: 401. (4) Reactant: [OH:1][C:2]1[C:7]2[S:8][CH:9]=[CH:10][C:6]=2[CH:5]=[C:4]([C:11]([OH:13])=O)[CH:3]=1.O.[NH3:15]. Product: [OH:1][C:2]1[C:7]2[S:8][CH:9]=[CH:10][C:6]=2[CH:5]=[C:4]([C:11]([NH2:15])=[O:13])[CH:3]=1. The catalyst class is: 7. (5) Reactant: [CH2:1]([O:8][CH2:9][CH2:10][NH:11][C@@H:12]([C:17]([CH3:20])([CH3:19])[CH3:18])[C:13]([O:15][CH3:16])=[O:14])[C:2]1[CH:7]=[CH:6][CH:5]=[CH:4][CH:3]=1.[O:21](C(OC(C)(C)C)=O)[C:22]([O:24][C:25]([CH3:28])([CH3:27])[CH3:26])=O. Product: [CH2:1]([O:8][CH2:9][CH2:10][N:11]([C:22]([O:24][C:25]([CH3:28])([CH3:27])[CH3:26])=[O:21])[C@@H:12]([C:17]([CH3:20])([CH3:19])[CH3:18])[C:13]([O:15][CH3:16])=[O:14])[C:2]1[CH:7]=[CH:6][CH:5]=[CH:4][CH:3]=1. The catalyst class is: 12. (6) Reactant: [C:1]1([C:7]2[O:8][C:9]([C:30]([F:33])([F:32])[F:31])=[C:10]([C:12]([NH:14][C:15]3[CH:16]=[CH:17][C:18]([N:21]4[CH2:26][CH2:25][CH:24]([C:27](O)=[O:28])[CH2:23][CH2:22]4)=[N:19][CH:20]=3)=[O:13])[N:11]=2)[CH:6]=[CH:5][CH:4]=[CH:3][CH:2]=1.[C:34]([NH:39][NH2:40])(=[O:38])[CH:35]([CH3:37])[CH3:36].C(N(CC)CC)C.C(O)C(N)(CO)CO.[N-]=C=O. Product: [C:34]([NH:39][NH:40][C:27]([CH:24]1[CH2:25][CH2:26][N:21]([C:18]2[N:19]=[CH:20][C:15]([NH:14][C:12]([C:10]3[N:11]=[C:7]([C:1]4[CH:6]=[CH:5][CH:4]=[CH:3][CH:2]=4)[O:8][C:9]=3[C:30]([F:31])([F:33])[F:32])=[O:13])=[CH:16][CH:17]=2)[CH2:22][CH2:23]1)=[O:28])(=[O:38])[CH:35]([CH3:37])[CH3:36]. The catalyst class is: 68. (7) Reactant: Cl.[C:2]1([C:8]2[O:12][N:11]=[C:10]([CH:13]3[O:18][CH2:17][CH2:16][NH:15][CH2:14]3)[N:9]=2)[CH:7]=[CH:6][CH:5]=[CH:4][CH:3]=1.[CH3:19][N:20]1[C:25](=[O:26])[CH:24]=[C:23]([C:27]2[CH:32]=[CH:31][N:30]=[CH:29][N:28]=2)[N:22]=[C:21]1N1CCOC(C2ON=C(C3C=CC=CC=3)N=2)C1.C(N(CC)CC)C. Product: [CH3:19][N:20]1[C:25](=[O:26])[CH:24]=[C:23]([C:27]2[CH:32]=[CH:31][N:30]=[CH:29][N:28]=2)[N:22]=[C:21]1[N:15]1[CH2:16][CH2:17][O:18][CH:13]([C:10]2[N:9]=[C:8]([C:2]3[CH:3]=[CH:4][CH:5]=[CH:6][CH:7]=3)[O:12][N:11]=2)[CH2:14]1. The catalyst class is: 7. (8) Reactant: [C:1]1(=[O:11])[NH:5][C:4](=[O:6])[C:3]2=[CH:7][CH:8]=[CH:9][CH:10]=[C:2]12.[K].C(=O)([O-])[O-].[K+].[K+].CN(C=O)C. Product: [C:4]1(=[O:6])[C:3]2[C:2](=[CH:10][CH:9]=[CH:8][CH:7]=2)[C:1](=[O:11])[NH:5]1. The catalyst class is: 6. (9) Reactant: [NH2:1][C:2]1[C:7]([F:8])=[C:6]([Cl:9])[N:5]=[C:4]([C:10]([OH:12])=[O:11])[CH:3]=1.S(Cl)(Cl)=O.[CH3:17]O. Product: [NH2:1][C:2]1[C:7]([F:8])=[C:6]([Cl:9])[N:5]=[C:4]([C:10]([O:12][CH3:17])=[O:11])[CH:3]=1. The catalyst class is: 6.